From a dataset of Reaction yield outcomes from USPTO patents with 853,638 reactions. Predict the reaction yield, written as a fraction of the theoretical maximum amount of product (1.0 means a 100% yield; for example, 0.34 means a 34% yield). (1) The reactants are [N+:1]([C:4]1[CH:5]=[CH:6][C:7]([CH2:10][C:11]#[N:12])=[N:8][CH:9]=1)([O-])=O.Cl[Sn]Cl. The catalyst is Cl.C(O)C. The product is [NH2:1][C:4]1[CH:5]=[CH:6][C:7]([CH2:10][C:11]#[N:12])=[N:8][CH:9]=1. The yield is 0.740. (2) The reactants are Cl[C:2]1[CH:7]=[C:6]([C:8]([F:11])([F:10])[F:9])[N:5]=[C:4]([C:12]2[CH:17]=[CH:16][CH:15]=[C:14]([Cl:18])[CH:13]=2)[N:3]=1.CC1(C)C(C)(C)OB([CH2:27][C:28]2[CH:33]=[CH:32][C:31]([CH2:34][C:35]([O:37][CH3:38])=[O:36])=[CH:30][CH:29]=2)O1.C([O-])([O-])=O.[Na+].[Na+].O1CCOCC1. The catalyst is C1C=CC(P(C2C=CC=CC=2)[C-]2C=CC=C2)=CC=1.C1C=CC(P(C2C=CC=CC=2)[C-]2C=CC=C2)=CC=1.Cl[Pd]Cl.[Fe+2].O. The product is [Cl:18][C:14]1[CH:13]=[C:12]([C:4]2[N:3]=[C:2]([CH2:27][C:28]3[CH:29]=[CH:30][C:31]([CH2:34][C:35]([O:37][CH3:38])=[O:36])=[CH:32][CH:33]=3)[CH:7]=[C:6]([C:8]([F:11])([F:10])[F:9])[N:5]=2)[CH:17]=[CH:16][CH:15]=1. The yield is 0.490. (3) The reactants are F[C:2]1[C:3]([C:8]2[CH:13]=[C:12]([S:14][CH3:15])[N:11]=[C:10]([CH3:16])[N:9]=2)=[N:4][CH:5]=[CH:6][N:7]=1.[NH2:17][C:18]1[CH:19]=[CH:20][C:21]([O:24][CH3:25])=[N:22][CH:23]=1.C(N(C(C)C)C(C)C)C. The catalyst is O1CCOCC1.O.[Cu]I. The yield is 0.463. The product is [CH3:25][O:24][C:21]1[N:22]=[CH:23][C:18]([NH:17][C:2]2[C:3]([C:8]3[CH:13]=[C:12]([S:14][CH3:15])[N:11]=[C:10]([CH3:16])[N:9]=3)=[N:4][CH:5]=[CH:6][N:7]=2)=[CH:19][CH:20]=1. (4) The reactants are Br[C:2]1[CH:7]=[CH:6][N:5]=[C:4]2[N:8]([CH2:11][O:12][CH2:13][CH2:14][Si:15]([CH3:18])([CH3:17])[CH3:16])[CH:9]=[CH:10][C:3]=12.CC1(C)C(C)(C)OB([C:27]2[CH:28]=[N:29][NH:30][CH:31]=2)O1.CN(C=O)C.C(=O)([O-])[O-].[K+].[K+]. The catalyst is O.C(OCC)(=O)C.[Pd].C1(P(C2C=CC=CC=2)C2C=CC=CC=2)C=CC=CC=1.C1(P(C2C=CC=CC=2)C2C=CC=CC=2)C=CC=CC=1.C1(P(C2C=CC=CC=2)C2C=CC=CC=2)C=CC=CC=1.C1(P(C2C=CC=CC=2)C2C=CC=CC=2)C=CC=CC=1. The product is [NH:29]1[CH:28]=[C:27]([C:2]2[CH:7]=[CH:6][N:5]=[C:4]3[N:8]([CH2:11][O:12][CH2:13][CH2:14][Si:15]([CH3:18])([CH3:17])[CH3:16])[CH:9]=[CH:10][C:3]=23)[CH:31]=[N:30]1. The yield is 0.700.